This data is from Reaction yield outcomes from USPTO patents with 853,638 reactions. The task is: Predict the reaction yield, written as a fraction of the theoretical maximum amount of product (1.0 means a 100% yield; for example, 0.34 means a 34% yield). (1) The reactants are [Cl:1][C:2]([Cl:37])([Cl:36])[CH2:3][O:4][C:5](=[O:35])[O:6][CH:7]([CH:24]([CH3:34])[CH2:25][O:26][CH2:27][C:28]1[CH:33]=[CH:32][CH:31]=[CH:30][CH:29]=1)[CH:8]([CH3:23])[C:9](=[O:22])[C:10]([CH3:21])([CH3:20])[CH:11](OC(C)C)[O:12]C(C)C.CC1C=CC(S(O)(=O)=O)=CC=1.C([O-])(O)=O.[Na+]. The catalyst is C1COCC1.O. The product is [Cl:1][C:2]([Cl:36])([Cl:37])[CH2:3][O:4][C:5](=[O:35])[O:6][CH:7]([CH:24]([CH3:34])[CH2:25][O:26][CH2:27][C:28]1[CH:29]=[CH:30][CH:31]=[CH:32][CH:33]=1)[CH:8]([CH3:23])[C:9](=[O:22])[C:10]([CH3:21])([CH3:20])[CH:11]=[O:12]. The yield is 0.760. (2) The reactants are [Cl-].[CH3:2][O:3][C:4]1[CH:11]=[CH:10][C:7]([CH2:8][Zn+])=[CH:6][CH:5]=1.Br[C:13]1[C:18]2[C:19]3[CH:20]=[CH:21][CH:22]=[N:23][C:24]=3[CH2:25][CH2:26][C:17]=2[CH:16]=[CH:15][CH:14]=1. No catalyst specified. The product is [CH3:2][O:3][C:4]1[CH:11]=[CH:10][C:7]([CH2:8][C:13]2[C:18]3[C:19]4[CH:20]=[CH:21][CH:22]=[N:23][C:24]=4[CH2:25][CH2:26][C:17]=3[CH:16]=[CH:15][CH:14]=2)=[CH:6][CH:5]=1. The yield is 0.850. (3) The reactants are I[C:2]1[CH:11]=[CH:10][C:5]([C:6]([O:8][CH3:9])=[O:7])=[CH:4][CH:3]=1.[Cl-].[Li+].C([Mg]Cl)(C)C.[CH:19]1([CH2:22][CH:23]=[O:24])[CH2:21][CH2:20]1. The catalyst is O1CCCC1. The product is [CH:19]1([CH2:22][CH:23]([C:2]2[CH:11]=[CH:10][C:5]([C:6]([O:8][CH3:9])=[O:7])=[CH:4][CH:3]=2)[OH:24])[CH2:21][CH2:20]1. The yield is 0.450. (4) The reactants are Cl.Cl.[C:3]1([S:9]([N:12]2[C:16]3[N:17]=[CH:18][N:19]=[C:20]([N:21]4[CH2:26][CH2:25][NH:24][CH2:23][CH2:22]4)[C:15]=3[C:14]([CH3:27])=[CH:13]2)(=[O:11])=[O:10])[CH:8]=[CH:7][CH:6]=[CH:5][CH:4]=1.[C:28]([O:32][C:33]([NH:35][CH2:36][CH:37]([C:41]1[CH:46]=[CH:45][C:44]([Cl:47])=[CH:43][CH:42]=1)[C:38](O)=[O:39])=[O:34])([CH3:31])([CH3:30])[CH3:29].CN(C(ON1N=NC2C=CC=CC1=2)=[N+](C)C)C.F[P-](F)(F)(F)(F)F. The catalyst is CN(C=O)C. The product is [C:28]([O:32][C:33](=[O:34])[NH:35][CH2:36][CH:37]([C:41]1[CH:42]=[CH:43][C:44]([Cl:47])=[CH:45][CH:46]=1)[C:38]([N:24]1[CH2:25][CH2:26][N:21]([C:20]2[C:15]3[C:14]([CH3:27])=[CH:13][N:12]([S:9]([C:3]4[CH:8]=[CH:7][CH:6]=[CH:5][CH:4]=4)(=[O:10])=[O:11])[C:16]=3[N:17]=[CH:18][N:19]=2)[CH2:22][CH2:23]1)=[O:39])([CH3:31])([CH3:29])[CH3:30]. The yield is 0.990.